From a dataset of Reaction yield outcomes from USPTO patents with 853,638 reactions. Predict the reaction yield, written as a fraction of the theoretical maximum amount of product (1.0 means a 100% yield; for example, 0.34 means a 34% yield). (1) The reactants are [C:1](OC(O[C:1]([CH3:4])([CH3:3])[CH3:2])N(C)C)([CH3:4])([CH3:3])[CH3:2].[CH2:15]([O:22][C:23]([N:25]1[CH2:50][CH2:49][C:28]2([N:32]([C:33]3[CH:38]=[CH:37][CH:36]=[CH:35][CH:34]=3)[CH2:31][N:30]([C:39]3[CH:47]=[CH:46][C:42]([C:43]([OH:45])=[O:44])=[CH:41][CH:40]=3)[C:29]2=[O:48])[CH2:27][CH2:26]1)=[O:24])[C:16]1[CH:21]=[CH:20][CH:19]=[CH:18][CH:17]=1. The catalyst is C1(C)C=CC=CC=1. The product is [C:1]([O:44][C:43]([C:42]1[CH:41]=[CH:40][C:39]([N:30]2[C:29](=[O:48])[C:28]3([CH2:27][CH2:26][N:25]([C:23]([O:22][CH2:15][C:16]4[CH:21]=[CH:20][CH:19]=[CH:18][CH:17]=4)=[O:24])[CH2:50][CH2:49]3)[N:32]([C:33]3[CH:38]=[CH:37][CH:36]=[CH:35][CH:34]=3)[CH2:31]2)=[CH:47][CH:46]=1)=[O:45])([CH3:4])([CH3:3])[CH3:2]. The yield is 0.790. (2) No catalyst specified. The reactants are [Cl:1][C:2]1[CH:13]=[CH:12][C:5](/[CH:6]=[CH:7]/[S:8](Cl)(=[O:10])=[O:9])=[CH:4][CH:3]=1.[Cl:14][C:15]1[CH:21]=[CH:20][CH:19]=[CH:18][C:16]=1[NH2:17]. The yield is 0.578. The product is [Cl:1][C:2]1[CH:13]=[CH:12][C:5](/[CH:6]=[CH:7]/[S:8]([NH:17][C:16]2[CH:18]=[CH:19][CH:20]=[CH:21][C:15]=2[Cl:14])(=[O:10])=[O:9])=[CH:4][CH:3]=1. (3) The reactants are Cl.[NH2:2][CH2:3][C:4]1[CH:13]=[CH:12][CH:11]=[C:10]2[C:5]=1[C:6](=[O:23])[N:7]([CH:15]1[CH2:20][CH2:19][C:18](=[O:21])[NH:17][C:16]1=[O:22])[C:8]([CH3:14])=[N:9]2.C(N(CC)CC)C.[CH3:31][C:32]1[CH:33]=[C:34]([N:39]=[C:40]=[O:41])[CH:35]=[CH:36][C:37]=1[CH3:38]. The catalyst is C1COCC1. The product is [CH3:31][C:32]1[CH:33]=[C:34]([NH:39][C:40]([NH:2][CH2:3][C:4]2[CH:13]=[CH:12][CH:11]=[C:10]3[C:5]=2[C:6](=[O:23])[N:7]([CH:15]2[CH2:20][CH2:19][C:18](=[O:21])[NH:17][C:16]2=[O:22])[C:8]([CH3:14])=[N:9]3)=[O:41])[CH:35]=[CH:36][C:37]=1[CH3:38]. The yield is 0.730. (4) The reactants are Br.[CH3:2][O:3][C:4](=[O:23])[C:5]1[C:10]([NH:11][C:12]2[CH:17]=[CH:16][C:15]([Br:18])=[CH:14][C:13]=2[F:19])=[C:9]([F:20])[C:8]([O:21]C)=[N:7][CH:6]=1.C(O)(=O)C. The catalyst is O. The product is [CH3:2][O:3][C:4]([C:5]1[C:10]([NH:11][C:12]2[CH:17]=[CH:16][C:15]([Br:18])=[CH:14][C:13]=2[F:19])=[C:9]([F:20])[C:8](=[O:21])[NH:7][CH:6]=1)=[O:23]. The yield is 0.970. (5) The reactants are C([O:4][CH:5]1[O:18][C@H:17]([CH2:19][O:20][C:21](=[O:23])[CH3:22])[C@@H:12]([O:13][C:14](=[O:16])[CH3:15])[C@H:7]([O:8][C:9](=[O:11])[CH3:10])[C@H:6]1[N:24]=[N+:25]=[N-:26])(=O)C.C1(C)C=CC=CC=1.N1C=CN=C1.[Si:39](Cl)([C:42]([CH3:45])([CH3:44])[CH3:43])([CH3:41])[CH3:40]. The catalyst is C1COCC1.CO.C(Cl)Cl.CCOC(C)=O. The product is [C:9]([O:8][C@H:7]1[C@H:12]([O:13][C:14](=[O:16])[CH3:15])[C@@H:17]([CH2:19][O:20][C:21](=[O:23])[CH3:22])[O:18][C@@H:5]([O:4][Si:39]([C:42]([CH3:45])([CH3:44])[CH3:43])([CH3:41])[CH3:40])[C@@H:6]1[N:24]=[N+:25]=[N-:26])(=[O:11])[CH3:10]. The yield is 0.840. (6) The reactants are [CH3:1][Mg]Cl.[CH3:4][C:5](=[O:26])[C@@H:6]1[C@:23]2([CH3:24])[C@H:9]([C@H:10]3[C@H:20]([CH2:21][CH2:22]2)[C@:18]2([CH3:19])[C@H:13]([CH2:14][C:15](=[O:25])[CH2:16][CH2:17]2)[CH2:12][CH2:11]3)[CH2:8][CH2:7]1. The catalyst is O1CCCC1.[Ti](Cl)(Cl)(Cl)Cl.[O-]CC.[O-]CC.[O-]CC.[O-]CC.[Ti+4]. The product is [CH3:4][C:5]([C@@H:6]1[C@@:23]2([CH3:24])[CH2:22][CH2:21][C@@H:20]3[C@@:18]4([CH3:19])[CH2:17][CH2:16][C@:15]([OH:25])([CH3:1])[CH2:14][C@@H:13]4[CH2:12][CH2:11][C@H:10]3[C@@H:9]2[CH2:8][CH2:7]1)=[O:26]. The yield is 0.759.